Dataset: Reaction yield outcomes from USPTO patents with 853,638 reactions. Task: Predict the reaction yield, written as a fraction of the theoretical maximum amount of product (1.0 means a 100% yield; for example, 0.34 means a 34% yield). (1) The reactants are C[O:2][C:3]([C:5]1[CH:10]=[CH:9][C:8]([O:11][C:12]2[C:17]3[CH2:18][C:19]([CH3:22])([CH3:21])[O:20][C:16]=3[CH:15]=[C:14]([C:23](=[O:31])[NH:24][C:25]3[CH:29]=[CH:28][N:27]([CH3:30])[N:26]=3)[CH:13]=2)=[CH:7][N:6]=1)=[O:4].[OH-].[Na+]. The catalyst is C1COCC1. The product is [CH3:21][C:19]1([CH3:22])[CH2:18][C:17]2[C:12]([O:11][C:8]3[CH:9]=[CH:10][C:5]([C:3]([OH:4])=[O:2])=[N:6][CH:7]=3)=[CH:13][C:14]([C:23](=[O:31])[NH:24][C:25]3[CH:29]=[CH:28][N:27]([CH3:30])[N:26]=3)=[CH:15][C:16]=2[O:20]1. The yield is 0.790. (2) The reactants are [Br:1][C:2]1[N:7]=[CH:6][C:5]([CH2:8][C:9]#N)=[CH:4][CH:3]=1.[O:11]=S(Cl)Cl.[CH3:15][OH:16]. No catalyst specified. The product is [CH3:15][O:16][C:9](=[O:11])[CH2:8][C:5]1[CH:6]=[N:7][C:2]([Br:1])=[CH:3][CH:4]=1. The yield is 0.840. (3) The reactants are [N+:1]([C:4]1[CH:5]=[C:6]([OH:10])[CH:7]=[CH:8][CH:9]=1)([O-:3])=[O:2].C(=O)([O-])[O-].[K+].[K+].Cl[CH2:18][C@H:19]1[CH2:23][O:22][C:21]([CH3:25])([CH3:24])[O:20]1. The catalyst is CN(C=O)C. The product is [CH3:24][C:21]1([CH3:25])[O:20][C@H:19]([CH2:18][O:10][C:6]2[CH:7]=[CH:8][CH:9]=[C:4]([N+:1]([O-:3])=[O:2])[CH:5]=2)[CH2:23][O:22]1. The yield is 0.520. (4) The reactants are [OH:1][C:2]1[CH:11]=[C:10]2[C:5]([C:6]([O:12][C:13]3[CH:14]=[C:15]4[C:19](=[CH:20][CH:21]=3)[NH:18][C:17]([CH3:22])=[CH:16]4)=[N:7][CH:8]=[N:9]2)=[CH:4][C:3]=1[O:23][CH3:24].C(=O)([O-])[O-].[K+].[K+].C1(C)C=CC(S([CH2:40][C@H:41]2[N:45]([CH3:46])[C:44](=[O:47])[CH2:43][CH2:42]2)(=O)=O)=CC=1. The catalyst is CN(C=O)C. The product is [CH3:24][O:23][C:3]1[CH:4]=[C:5]2[C:10](=[CH:11][C:2]=1[O:1][CH2:40][C@H:41]1[N:45]([CH3:46])[C:44](=[O:47])[CH2:43][CH2:42]1)[N:9]=[CH:8][N:7]=[C:6]2[O:12][C:13]1[CH:14]=[C:15]2[C:19](=[CH:20][CH:21]=1)[NH:18][C:17]([CH3:22])=[CH:16]2. The yield is 0.330. (5) The reactants are [CH2:1]([C:3]1[N:4]=[C:5]([CH3:25])[NH:6][C:7](=[O:24])[C:8]=1[CH2:9][C:10]1[CH:15]=[CH:14][C:13]([C:16]2[C:17]([C:22]#[N:23])=[CH:18][CH:19]=[CH:20][CH:21]=2)=[CH:12][CH:11]=1)[CH3:2].[CH:26]([O:29][C:30]1[CH:35]=[CH:34][C:33](B(O)O)=[CH:32][CH:31]=1)([CH3:28])[CH3:27].C(N(CC)CC)C.N1C=CC=CC=1. The catalyst is C([O-])(=O)C.[Cu+2].C([O-])(=O)C.C(OCC)(=O)C.C(Cl)Cl. The product is [CH2:1]([C:3]1[N:4]=[C:5]([CH3:25])[N:6]([C:33]2[CH:34]=[CH:35][C:30]([O:29][CH:26]([CH3:28])[CH3:27])=[CH:31][CH:32]=2)[C:7](=[O:24])[C:8]=1[CH2:9][C:10]1[CH:15]=[CH:14][C:13]([C:16]2[C:17]([C:22]#[N:23])=[CH:18][CH:19]=[CH:20][CH:21]=2)=[CH:12][CH:11]=1)[CH3:2]. The yield is 0.490. (6) The reactants are C(O)(C(F)(F)F)=O.[CH3:8][C@H:9]1[CH2:14][N:13]([C:15]2[CH:16]=[CH:17][C:18]3[C:19]4[N:36]=[C:35]([C:37]5[CH:42]=[CH:41][CH:40]=[C:39]([C:43]([F:46])([F:45])[F:44])[CH:38]=5)[CH:34]=[C:33]([C:47]([O:49][CH3:50])=[O:48])[C:20]=4[N:21](CC4C=CC(OC)=CC=4)[C:22]=3[CH:23]=2)[CH2:12][C@@H:11]([CH3:51])[O:10]1.C1(OC)C=CC=CC=1. No catalyst specified. The product is [CH3:51][C@H:11]1[CH2:12][N:13]([C:15]2[CH:16]=[CH:17][C:18]3[C:19]4[N:36]=[C:35]([C:37]5[CH:42]=[CH:41][CH:40]=[C:39]([C:43]([F:46])([F:45])[F:44])[CH:38]=5)[CH:34]=[C:33]([C:47]([O:49][CH3:50])=[O:48])[C:20]=4[NH:21][C:22]=3[CH:23]=2)[CH2:14][C@@H:9]([CH3:8])[O:10]1. The yield is 0.750.